From a dataset of Full USPTO retrosynthesis dataset with 1.9M reactions from patents (1976-2016). Predict the reactants needed to synthesize the given product. (1) Given the product [Br:20][CH:10]([CH2:11][CH2:12][C:13]1[CH:18]=[CH:17][CH:16]=[CH:15][CH:14]=1)[C:9]([C:6]1[CH:5]=[CH:4][C:3]([O:2][CH3:1])=[CH:8][CH:7]=1)=[O:19], predict the reactants needed to synthesize it. The reactants are: [CH3:1][O:2][C:3]1[CH:8]=[CH:7][C:6]([C:9](=[O:19])[CH2:10][CH2:11][CH2:12][C:13]2[CH:18]=[CH:17][CH:16]=[CH:15][CH:14]=2)=[CH:5][CH:4]=1.[Br-:20]. (2) Given the product [N+:18]([C:15]1[CH:16]=[CH:17][C:12]([O:8][CH2:7][CH2:6][N:1]2[CH2:5][CH2:4][CH2:3][CH2:2]2)=[N:13][CH:14]=1)([O-:20])=[O:19], predict the reactants needed to synthesize it. The reactants are: [N:1]1([CH2:6][CH2:7][OH:8])[CH2:5][CH2:4][CH2:3][CH2:2]1.[H-].[Na+].Cl[C:12]1[CH:17]=[CH:16][C:15]([N+:18]([O-:20])=[O:19])=[CH:14][N:13]=1.